Dataset: Full USPTO retrosynthesis dataset with 1.9M reactions from patents (1976-2016). Task: Predict the reactants needed to synthesize the given product. The reactants are: [F:1][C:2]1[CH:10]=[CH:9][CH:8]=[C:7]([O:11][CH3:12])[C:3]=1[C:4]([OH:6])=O.[CH3:13][O:14][C:15]1[CH:43]=[CH:42][C:18]([CH2:19][N:20]2[CH:24]=[C:23]([NH2:25])[C:22]([C:26]3[NH:30][C:29]4[CH:31]=[CH:32][C:33]([CH2:35][N:36]5[CH2:41][CH2:40][O:39][CH2:38][CH2:37]5)=[CH:34][C:28]=4[N:27]=3)=[N:21]2)=[CH:17][CH:16]=1.C(Cl)CCl.C1C=CC2N(O)N=NC=2C=1. Given the product [F:1][C:2]1[CH:10]=[CH:9][CH:8]=[C:7]([O:11][CH3:12])[C:3]=1[C:4]([NH:25][C:23]1[C:22]([C:26]2[NH:30][C:29]3[CH:31]=[CH:32][C:33]([CH2:35][N:36]4[CH2:37][CH2:38][O:39][CH2:40][CH2:41]4)=[CH:34][C:28]=3[N:27]=2)=[N:21][N:20]([CH2:19][C:18]2[CH:42]=[CH:43][C:15]([O:14][CH3:13])=[CH:16][CH:17]=2)[CH:24]=1)=[O:6], predict the reactants needed to synthesize it.